From a dataset of Full USPTO retrosynthesis dataset with 1.9M reactions from patents (1976-2016). Predict the reactants needed to synthesize the given product. (1) Given the product [CH:57]1([C:54]2[CH:53]=[CH:52][C:51]([NH:50][C:6]([NH:7][CH:8]3[CH2:12][CH2:11][N:10]([C:13]4[C:22]5[C:17](=[CH:18][C:19]([O:25][CH3:26])=[C:20]([O:23][CH3:24])[CH:21]=5)[N:16]=[CH:15][N:14]=4)[CH2:9]3)=[O:27])=[CH:56][CH:55]=2)[CH2:58][CH2:59][CH2:60][CH2:61][CH2:62]1.[C:1]([O:5][C:6](=[O:27])[NH:7][CH:8]1[CH2:12][CH2:11][N:10]([C:13]2[C:22]3[C:17](=[CH:18][C:19]([O:25][CH3:26])=[C:20]([O:23][CH3:24])[CH:21]=3)[N:16]=[CH:15][N:14]=2)[CH2:9]1)([CH3:4])([CH3:3])[CH3:2], predict the reactants needed to synthesize it. The reactants are: [C:1]([O:5][C:6](=[O:27])[NH:7][CH:8]1[CH2:12][CH2:11][N:10]([C:13]2[C:22]3[C:17](=[CH:18][C:19]([O:25][CH3:26])=[C:20]([O:23][CH3:24])[CH:21]=3)[N:16]=[CH:15][N:14]=2)[CH2:9]1)([CH3:4])([CH3:3])[CH3:2].CS(C)=O.C(O)(C(F)(F)F)=O.[N+](C1C=CC(OC(=O)[NH:50][C:51]2[CH:56]=[CH:55][C:54]([CH:57]3[CH2:62][CH2:61][CH2:60][CH2:59][CH2:58]3)=[CH:53][CH:52]=2)=CC=1)([O-])=O. (2) Given the product [CH2:29]([C@:25]1([OH:28])[CH2:24][C@H:4]2[CH2:5][CH2:6][CH2:7][C:8]3[C:9](=[CH:10][C:11]4[CH:12]=[N:13][N:14]([C:17]5[CH:22]=[CH:21][C:20]([F:23])=[CH:19][CH:18]=5)[C:15]=4[CH:16]=3)[C@:3]2([CH2:1][CH3:2])[CH2:27][CH2:26]1)[CH3:30], predict the reactants needed to synthesize it. The reactants are: [CH2:1]([C@@:3]12[CH2:27][CH2:26][C@@:25]([C:29]#[CH:30])([OH:28])[CH2:24][C@H:4]1[CH2:5][CH2:6][CH2:7][C:8]1[C:9]2=[CH:10][C:11]2[CH:12]=[N:13][N:14]([C:17]3[CH:22]=[CH:21][C:20]([F:23])=[CH:19][CH:18]=3)[C:15]=2[CH:16]=1)[CH3:2].